The task is: Predict the product of the given reaction.. This data is from Forward reaction prediction with 1.9M reactions from USPTO patents (1976-2016). (1) Given the reactants [C:1]([O:5][C:6](=[O:35])[NH:7][C:8]1([C:12]2[CH:17]=[CH:16][C:15]([C:18]3[C:19]([C:29]4[CH:34]=[CH:33][CH:32]=[CH:31][CH:30]=4)=[CH:20][C:21]4[NH:26][C:25](=[O:27])[CH2:24][O:23][C:22]=4[N:28]=3)=[CH:14][CH:13]=2)[CH2:11][CH2:10][CH2:9]1)([CH3:4])([CH3:3])[CH3:2].C(=O)([O-])[O-].[K+].[K+].Cl[CH2:43][C:44]([NH2:46])=[O:45], predict the reaction product. The product is: [C:1]([O:5][C:6](=[O:35])[NH:7][C:8]1([C:12]2[CH:13]=[CH:14][C:15]([C:18]3[C:19]([C:29]4[CH:30]=[CH:31][CH:32]=[CH:33][CH:34]=4)=[CH:20][C:21]4[N:26]([CH2:43][C:44]([NH2:46])=[O:45])[C:25](=[O:27])[CH2:24][O:23][C:22]=4[N:28]=3)=[CH:16][CH:17]=2)[CH2:11][CH2:10][CH2:9]1)([CH3:4])([CH3:2])[CH3:3]. (2) Given the reactants [C:1]([C:4]1[CH:5]=[C:6]([C:10]2[CH:11]=[C:12]3[C:16](=[CH:17][CH:18]=2)[N:15]([CH3:19])[C:14](=[O:20])[CH2:13]3)[CH:7]=[N:8][CH:9]=1)([CH3:3])=[CH2:2], predict the reaction product. The product is: [CH:1]([C:4]1[CH:5]=[C:6]([C:10]2[CH:11]=[C:12]3[C:16](=[CH:17][CH:18]=2)[N:15]([CH3:19])[C:14](=[O:20])[CH2:13]3)[CH:7]=[N:8][CH:9]=1)([CH3:3])[CH3:2]. (3) Given the reactants [O:1]1[C:5]2[CH:6]=[CH:7][C:8]([CH:10]3[CH:15]([C:16]([O:18]CC)=[O:17])C(O)(C)CC(=O)[CH:11]3[C:24]([O:26]CC)=[O:25])=[CH:9][C:4]=2[O:3][CH2:2]1.[OH-].[Na+], predict the reaction product. The product is: [O:1]1[C:5]2[CH:6]=[CH:7][C:8]([CH:10]([CH2:11][C:24]([OH:26])=[O:25])[CH2:15][C:16]([OH:18])=[O:17])=[CH:9][C:4]=2[O:3][CH2:2]1. (4) Given the reactants [NH2:1][C:2]1[N:7]=[C:6]([Cl:8])[C:5]([NH2:9])=[C:4]([Cl:10])[N:3]=1.O.[CH:12](O)=[O:13], predict the reaction product. The product is: [NH2:1][C:2]1[N:7]=[C:6]([Cl:8])[C:5]([NH:9][CH:12]=[O:13])=[C:4]([Cl:10])[N:3]=1. (5) Given the reactants C(=O)([O-])[O-].[K+].[K+].[CH2:7]([O:14][C:15]([NH:17][CH:18]([CH3:23])[CH2:19][S:20]([OH:22])=[O:21])=[O:16])[C:8]1[CH:13]=[CH:12][CH:11]=[CH:10][CH:9]=1.[Br:24]Br, predict the reaction product. The product is: [CH2:7]([O:14][C:15]([NH:17][CH:18]([CH3:23])[CH2:19][S:20]([Br:24])(=[O:22])=[O:21])=[O:16])[C:8]1[CH:9]=[CH:10][CH:11]=[CH:12][CH:13]=1. (6) The product is: [C:4]([Si:1]([CH3:3])([CH3:2])[O:22][CH2:21][C:20]1[CH:19]=[CH:18][C:17]([N+:14]([O-:16])=[O:15])=[CH:24][CH:23]=1)([CH3:7])([CH3:6])[CH3:5]. Given the reactants [Si:1](Cl)([C:4]([CH3:7])([CH3:6])[CH3:5])([CH3:3])[CH3:2].N1C=CN=C1.[N+:14]([C:17]1[CH:24]=[CH:23][C:20]([CH2:21][OH:22])=[CH:19][CH:18]=1)([O-:16])=[O:15], predict the reaction product. (7) Given the reactants Cl[C:2]1[C:3]2[C:10]([CH3:11])=[CH:9][NH:8][C:4]=2[N:5]=[CH:6][N:7]=1.[CH:12]([O:15][C:16]1[CH:24]=[C:23]2[C:19]([CH:20]=[N:21][NH:22]2)=[CH:18][C:17]=1[NH2:25])([CH3:14])[CH3:13], predict the reaction product. The product is: [CH3:11][C:10]1[C:3]2[C:2]([NH:25][C:17]3[CH:18]=[C:19]4[C:23](=[CH:24][C:16]=3[O:15][CH:12]([CH3:14])[CH3:13])[NH:22][N:21]=[CH:20]4)=[N:7][CH:6]=[N:5][C:4]=2[NH:8][CH:9]=1. (8) The product is: [C:27]([OH:34])(=[O:33])/[CH:28]=[CH:29]/[C:30]([OH:32])=[O:31].[F:1][C:2]1[C:3]([CH2:24][NH:25][CH3:26])=[CH:4][N:5]([S:14]([C:17]2[CH:18]=[N:19][CH:20]=[CH:21][C:22]=2[CH3:23])(=[O:16])=[O:15])[C:6]=1[C:7]1[C:8]([F:13])=[N:9][CH:10]=[CH:11][CH:12]=1. Given the reactants [F:1][C:2]1[C:3]([CH2:24][NH:25][CH3:26])=[CH:4][N:5]([S:14]([C:17]2[CH:18]=[N:19][CH:20]=[CH:21][C:22]=2[CH3:23])(=[O:16])=[O:15])[C:6]=1[C:7]1[C:8]([F:13])=[N:9][CH:10]=[CH:11][CH:12]=1.[C:27]([OH:34])(=[O:33])/[CH:28]=[CH:29]/[C:30]([OH:32])=[O:31], predict the reaction product. (9) Given the reactants [Cl:1][C:2]1[CH:7]=[CH:6][N+:5]([O-])=[C:4]([CH3:9])[C:3]=1[O:10][CH:11]([F:13])[F:12].C(OC(=O)C)(=[O:16])C, predict the reaction product. The product is: [Cl:1][C:2]1[CH:7]=[CH:6][N:5]=[C:4]([CH2:9][OH:16])[C:3]=1[O:10][CH:11]([F:13])[F:12].